Dataset: Forward reaction prediction with 1.9M reactions from USPTO patents (1976-2016). Task: Predict the product of the given reaction. (1) The product is: [F:10][C:9]1[C:2]([C:17]2[CH:16]=[CH:15][CH:14]=[C:13]([CH2:12][OH:11])[CH:18]=2)=[CH:3][C:4]([CH:5]=[O:6])=[CH:7][CH:8]=1. Given the reactants Br[C:2]1[CH:3]=[C:4]([CH:7]=[CH:8][C:9]=1[F:10])[CH:5]=[O:6].[OH:11][CH2:12][C:13]1[CH:14]=[C:15](B(O)O)[CH:16]=[CH:17][CH:18]=1.C(=O)([O-])[O-].[K+].[K+].CN(C)C=O, predict the reaction product. (2) Given the reactants CC(C)([O-])C.[K+].[C:7]([O:11][C:12]([N:14]1[CH2:19][CH2:18][C:17]([C:31](=[O:33])[NH2:32])([NH:20][C:21](=O)[C:22]2[CH:27]=[CH:26][CH:25]=[C:24]([Cl:28])[C:23]=2[F:29])[CH2:16][CH2:15]1)=[O:13])([CH3:10])([CH3:9])[CH3:8].Cl, predict the reaction product. The product is: [C:7]([O:11][C:12]([N:14]1[CH2:19][CH2:18][C:17]2([N:20]=[C:21]([C:22]3[CH:27]=[CH:26][CH:25]=[C:24]([Cl:28])[C:23]=3[F:29])[NH:32][C:31]2=[O:33])[CH2:16][CH2:15]1)=[O:13])([CH3:10])([CH3:9])[CH3:8]. (3) Given the reactants [Na].[K].C(O)C=C.C(O)C1C=CC=CC=1.Cl[C:16]1[CH:17]=[C:18]([CH:22]=[C:23](Cl)[N:24]=1)[C:19]([OH:21])=[O:20], predict the reaction product. The product is: [C:19]([OH:21])(=[O:20])[C:18]1[CH:22]=[CH:23][N:24]=[CH:16][CH:17]=1. (4) Given the reactants [N:1]([CH2:4][CH2:5][CH2:6][CH2:7][CH2:8][NH2:9])=[N+:2]=[N-:3].[CH3:10][C:11]1[C:16]2[O:17][C@@:18]([CH2:22][CH2:23][CH2:24][CH:25]([CH2:27][CH2:28][CH2:29][CH:30]([CH2:32]C(C)C)[CH3:31])[CH3:26])([CH3:21])[CH2:19][CH2:20][C:15]=2[C:14]([CH3:36])=[C:13]([O:37][C:38]([CH2:40][CH2:41][C:42](O)=[O:43])=[O:39])[C:12]=1[CH3:45].CCN([CH:52]([CH3:54])[CH3:53])C(C)C.CN(C(ON1N=N[C:65]2C=CC=C[C:64]1=2)=[N+](C)C)C.F[P-](F)(F)(F)(F)F, predict the reaction product. The product is: [N:1]([CH2:4][CH2:5][CH2:6][CH2:7][CH2:8][NH:9][C:42](=[O:43])[CH2:41][CH2:40][C:38]([O:37][C:13]1[C:14]([CH3:36])=[C:15]2[C:16](=[C:11]([CH3:10])[C:12]=1[CH3:45])[O:17][C@:18]([CH3:21])([CH2:22][CH2:23][CH2:24][C@H:25]([CH3:26])[CH2:27][CH2:28][CH2:29][C@H:30]([CH3:31])[CH2:32][CH2:64][CH2:65][CH:52]([CH3:53])[CH3:54])[CH2:19][CH2:20]2)=[O:39])=[N+:2]=[N-:3].